This data is from Forward reaction prediction with 1.9M reactions from USPTO patents (1976-2016). The task is: Predict the product of the given reaction. (1) Given the reactants [OH:1][CH:2]1[CH:7]([OH:8])[CH:6]([OH:9])[CH:5]([CH2:10][O:11][P:12]([OH:15])([OH:14])=[O:13])[O:4][CH:3]1[CH2:16][CH2:17][CH2:18][O:19]C(=O)CCCCC.[OH-].[Na+:28].C([O-])(=O)C.[Na+], predict the reaction product. The product is: [Na+:28].[OH:9][CH:6]1[CH:7]([OH:8])[CH:2]([OH:1])[CH:3]([CH2:16][CH2:17][CH2:18][OH:19])[O:4][CH:5]1[CH2:10][O:11][P:12](=[O:13])([OH:14])[O-:15]. (2) Given the reactants [CH3:1][C:2]1[C:3]2[CH:17]=[C:16]([CH2:18][C:19]3[CH:24]=[CH:23][CH:22]=[C:21]([O:25][CH2:26][CH2:27][N:28]4[CH2:33]COC[CH2:29]4)[CH:20]=3)[CH:15]=[CH:14][C:4]=2[S:5][C:6]=1[C:7]1[CH:12]=[CH:11][N:10]=[C:9]([NH2:13])[N:8]=1.CN(C)CCO.O1CCN(CCO)CC1, predict the reaction product. The product is: [CH3:33][N:28]([CH3:29])[CH2:27][CH2:26][O:25][C:21]1[CH:20]=[C:19]([CH:24]=[CH:23][CH:22]=1)[CH2:18][C:16]1[CH:15]=[CH:14][C:4]2[S:5][C:6]([C:7]3[CH:12]=[CH:11][N:10]=[C:9]([NH2:13])[N:8]=3)=[C:2]([CH3:1])[C:3]=2[CH:17]=1.